Dataset: NCI-60 drug combinations with 297,098 pairs across 59 cell lines. Task: Regression. Given two drug SMILES strings and cell line genomic features, predict the synergy score measuring deviation from expected non-interaction effect. Drug 1: CCCS(=O)(=O)NC1=C(C(=C(C=C1)F)C(=O)C2=CNC3=C2C=C(C=N3)C4=CC=C(C=C4)Cl)F. Drug 2: C1CN(P(=O)(OC1)NCCCl)CCCl. Cell line: OVCAR3. Synergy scores: CSS=-3.56, Synergy_ZIP=0.811, Synergy_Bliss=2.48, Synergy_Loewe=0.131, Synergy_HSA=-0.130.